From a dataset of Forward reaction prediction with 1.9M reactions from USPTO patents (1976-2016). Predict the product of the given reaction. (1) Given the reactants [H-].[Na+].[CH3:3][C:4]1[N:8]([CH2:9][C:10]2[CH:15]=[CH:14][C:13]([NH:16][C:17](=[O:23])[O:18][C:19]([CH3:22])([CH3:21])[CH3:20])=[CH:12][CH:11]=2)[N:7]=[C:6]([C:24]2[O:28][N:27]=[C:26]([C:29]3[CH:34]=[CH:33][C:32]([O:35][C:36]([F:39])([F:38])[F:37])=[CH:31][CH:30]=3)[N:25]=2)[CH:5]=1.Cl.Cl[CH2:42][CH2:43][N:44]1[CH2:48][CH2:47][CH2:46][CH2:45]1, predict the reaction product. The product is: [C:19]([O:18][C:17](=[O:23])[N:16]([C:13]1[CH:14]=[CH:15][C:10]([CH2:9][N:8]2[C:4]([CH3:3])=[CH:5][C:6]([C:24]3[O:28][N:27]=[C:26]([C:29]4[CH:30]=[CH:31][C:32]([O:35][C:36]([F:37])([F:39])[F:38])=[CH:33][CH:34]=4)[N:25]=3)=[N:7]2)=[CH:11][CH:12]=1)[CH2:42][CH2:43][N:44]1[CH2:48][CH2:47][CH2:46][CH2:45]1)([CH3:22])([CH3:20])[CH3:21]. (2) Given the reactants Br[C:2]1[CH:3]=[C:4]([C:9]([F:12])([F:11])[F:10])[CH:5]=[C:6]([Cl:8])[CH:7]=1.COB(OC)OC.Br[C:21]([C:23]([F:26])([F:25])[F:24])=[CH2:22].C(=O)([O-])[O-].[K+].[K+], predict the reaction product. The product is: [Cl:8][C:6]1[CH:7]=[C:2]([C:21]([C:23]([F:26])([F:25])[F:24])=[CH2:22])[CH:3]=[C:4]([C:9]([F:12])([F:11])[F:10])[CH:5]=1. (3) Given the reactants [CH2:1]([O:3][C:4]1[CH:5]=[C:6]([CH:10]=[CH:11][C:12]=1[OH:13])[C:7]([OH:9])=[O:8])[CH3:2].Cl.[CH3:15]O, predict the reaction product. The product is: [CH3:15][O:8][C:7](=[O:9])[C:6]1[CH:10]=[CH:11][C:12]([OH:13])=[C:4]([O:3][CH2:1][CH3:2])[CH:5]=1. (4) Given the reactants Br[C:2]1[N:6]2[N:7]=[C:8]([Cl:27])[CH:9]=[C:10]([N:11]([CH2:18][C:19]3[CH:24]=[CH:23][C:22]([O:25][CH3:26])=[CH:21][CH:20]=3)[C:12]3[CH:17]=[CH:16][CH:15]=[CH:14][CH:13]=3)[C:5]2=[N:4][CH:3]=1.C([Li])CCC.[C:33](=[O:35])=[O:34], predict the reaction product. The product is: [Cl:27][C:8]1[CH:9]=[C:10]([N:11]([CH2:18][C:19]2[CH:24]=[CH:23][C:22]([O:25][CH3:26])=[CH:21][CH:20]=2)[C:12]2[CH:17]=[CH:16][CH:15]=[CH:14][CH:13]=2)[C:5]2[N:6]([C:2]([C:33]([OH:35])=[O:34])=[CH:3][N:4]=2)[N:7]=1. (5) Given the reactants [F:1][C:2]1[CH:3]=[C:4]([C:9]2([O:14][CH3:15])[CH2:13][CH2:12][NH:11][CH2:10]2)[CH:5]=[C:6]([F:8])[CH:7]=1.[CH2:16]=O, predict the reaction product. The product is: [F:1][C:2]1[CH:3]=[C:4]([C:9]2([O:14][CH3:15])[CH2:13][CH2:12][N:11]([CH3:16])[CH2:10]2)[CH:5]=[C:6]([F:8])[CH:7]=1. (6) Given the reactants [Cl:1][C:2]1[N:10]=[CH:9][N:8]=[C:7]2[C:3]=1[N:4]=[CH:5][N:6]2[C@H:11]1[C@@H:15]2[O:16][C:17]([CH3:20])([CH3:19])[O:18][C@@H:14]2[C@@H:13]([CH2:21][CH2:22][S:23](Cl)(=[O:25])=[O:24])[O:12]1.[NH3:27], predict the reaction product. The product is: [Cl:1][C:2]1[N:10]=[CH:9][N:8]=[C:7]2[C:3]=1[N:4]=[CH:5][N:6]2[C@H:11]1[C@@H:15]2[O:16][C:17]([CH3:20])([CH3:19])[O:18][C@@H:14]2[C@@H:13]([CH2:21][CH2:22][S:23]([NH2:27])(=[O:25])=[O:24])[O:12]1. (7) The product is: [OH:18][C:13]1[CH:14]=[C:15]2[C:10](=[CH:11][CH:12]=1)[CH:9]([C:19]([O:21][CH3:25])=[O:20])[N:8]([C:6]([O:5][C:1]([CH3:4])([CH3:2])[CH3:3])=[O:7])[CH2:17][CH2:16]2. Given the reactants [C:1]([O:5][C:6]([N:8]1[CH2:17][CH2:16][C:15]2[C:10](=[CH:11][CH:12]=[C:13]([OH:18])[CH:14]=2)[CH:9]1[C:19]([OH:21])=[O:20])=[O:7])([CH3:4])([CH3:3])[CH3:2].O[Li].O.[CH3:25]OS(OC)(=O)=O, predict the reaction product. (8) Given the reactants [CH3:1][C:2]1[O:3][C:4]2[C:9]([C:10](=[O:12])[CH:11]=1)=[CH:8][CH:7]=[CH:6][C:5]=2[CH:13]=O.O=[C:16]([CH3:25])[CH2:17][C:18]([O:20][CH:21]1[CH2:24][CH2:23][CH2:22]1)=[O:19].[NH2:26]/[C:27](/[CH3:31])=[CH:28]\[C:29]#[N:30].C(O)(=O)C, predict the reaction product. The product is: [C:29]([C:28]1[CH:13]([C:5]2[CH:6]=[CH:7][CH:8]=[C:9]3[C:4]=2[O:3][C:2]([CH3:1])=[CH:11][C:10]3=[O:12])[C:17]([C:18]([O:20][CH:21]2[CH2:24][CH2:23][CH2:22]2)=[O:19])=[C:16]([CH3:25])[NH:26][C:27]=1[CH3:31])#[N:30]. (9) Given the reactants [F:1][C@@H:2]1[CH2:6][N:5]([C:7](=[O:10])[CH2:8][OH:9])[C@H:4]([C:11]([NH2:13])=O)[CH2:3]1.Cl.CN(C)C.[C:19]1([S:25](Cl)(=[O:27])=[O:26])[CH:24]=[CH:23][CH:22]=[CH:21][CH:20]=1.FC(F)(F)C(OC(=O)C(F)(F)F)=O, predict the reaction product. The product is: [C:19]1([S:25]([O:9][CH2:8][C:7]([N:5]2[CH2:6][C@@H:2]([F:1])[CH2:3][C@H:4]2[C:11]#[N:13])=[O:10])(=[O:27])=[O:26])[CH:24]=[CH:23][CH:22]=[CH:21][CH:20]=1. (10) The product is: [Cl:14][CH2:15][C:16]([NH:1][CH:2]([CH2:5][OH:6])[CH2:3][OH:4])=[O:17]. Given the reactants [NH2:1][CH:2]([CH2:5][OH:6])[CH2:3][OH:4].C(N(CC)CC)C.[Cl:14][CH2:15][C:16](Cl)=[O:17], predict the reaction product.